From a dataset of Reaction yield outcomes from USPTO patents with 853,638 reactions. Predict the reaction yield, written as a fraction of the theoretical maximum amount of product (1.0 means a 100% yield; for example, 0.34 means a 34% yield). (1) The catalyst is C(#N)C. The yield is 0.463. The reactants are [O:1]1[CH2:6][CH:5]=[C:4]([O:7][Si](C)(C)C)[CH2:3][CH2:2]1.C[Si](C)(C)[O:14][C:15]([CH3:17])=[CH2:16].C(=O)(O)[O-].[Na+].O. The product is [O:14]=[C:15]([CH3:17])[CH2:16][CH:3]1[C:4](=[O:7])[CH2:5][CH2:6][O:1][CH2:2]1. (2) The reactants are [CH2:1]([N:8]1[C:16]2[CH:15]=[CH:14][CH:13]=[C:12]([NH2:17])[C:11]=2[C:10]([CH3:18])=[N:9]1)[C:2]1[CH:7]=[CH:6][CH:5]=[CH:4][CH:3]=1.[N:19]1C=C(C(O)=O)N2C=CC=CC=12. No catalyst specified. The product is [CH3:18][C:10]1[C:11]2[C:12]([NH2:17])=[CH:13][CH:14]=[CH:15][C:16]=2[N:8]([CH2:1][C:2]2[CH:7]=[N:19][C:5]([CH3:6])=[CH:4][CH:3]=2)[N:9]=1. The yield is 0.110. (3) The reactants are [NH2:1][C:2]1[N:7]=[C:6]([C:8]2[O:9][CH:10]=[CH:11][CH:12]=2)[C:5]([C:13]#[N:14])=[C:4]([S:15][CH3:16])[N:3]=1.[Cl:17]N1C(=O)CCC1=O. The catalyst is CN(C=O)C. The product is [NH2:1][C:2]1[N:7]=[C:6]([C:8]2[O:9][C:10]([Cl:17])=[CH:11][CH:12]=2)[C:5]([C:13]#[N:14])=[C:4]([S:15][CH3:16])[N:3]=1. The yield is 0.940. (4) The reactants are C[O:2][C:3]([C:5]1([C:8]2[CH:9]=[CH:10][C:11]3[O:15][CH:14]=[N:13][C:12]=3[CH:16]=2)[CH2:7][CH2:6]1)=[O:4].[Al+3].[Cl-].[Cl-].[Cl-].O. The catalyst is CCS. The product is [O:15]1[C:11]2[CH:10]=[CH:9][C:8]([C:5]3([C:3]([OH:4])=[O:2])[CH2:7][CH2:6]3)=[CH:16][C:12]=2[N:13]=[CH:14]1. The yield is 0.110.